Dataset: NCI-60 drug combinations with 297,098 pairs across 59 cell lines. Task: Regression. Given two drug SMILES strings and cell line genomic features, predict the synergy score measuring deviation from expected non-interaction effect. (1) Drug 1: C1CCC(C1)C(CC#N)N2C=C(C=N2)C3=C4C=CNC4=NC=N3. Drug 2: CC(C)NC(=O)C1=CC=C(C=C1)CNNC.Cl. Cell line: BT-549. Synergy scores: CSS=2.60, Synergy_ZIP=4.06, Synergy_Bliss=4.38, Synergy_Loewe=0.710, Synergy_HSA=1.10. (2) Drug 1: C1=CC=C(C(=C1)C(C2=CC=C(C=C2)Cl)C(Cl)Cl)Cl. Drug 2: CC(C)CN1C=NC2=C1C3=CC=CC=C3N=C2N. Cell line: IGROV1. Synergy scores: CSS=0.506, Synergy_ZIP=-0.195, Synergy_Bliss=-0.667, Synergy_Loewe=-0.0573, Synergy_HSA=-0.890. (3) Drug 1: C1=CC(=CC=C1CCC2=CNC3=C2C(=O)NC(=N3)N)C(=O)NC(CCC(=O)O)C(=O)O. Drug 2: C1C(C(OC1N2C=C(C(=O)NC2=O)F)CO)O. Cell line: COLO 205. Synergy scores: CSS=56.1, Synergy_ZIP=-11.2, Synergy_Bliss=-10.5, Synergy_Loewe=3.87, Synergy_HSA=4.30. (4) Cell line: HL-60(TB). Drug 2: CCC1=C2CN3C(=CC4=C(C3=O)COC(=O)C4(CC)O)C2=NC5=C1C=C(C=C5)O. Synergy scores: CSS=58.7, Synergy_ZIP=8.94, Synergy_Bliss=6.22, Synergy_Loewe=-17.3, Synergy_HSA=-5.56. Drug 1: C1=NC2=C(N=C(N=C2N1C3C(C(C(O3)CO)O)F)Cl)N. (5) Drug 1: CC1CCC2CC(C(=CC=CC=CC(CC(C(=O)C(C(C(=CC(C(=O)CC(OC(=O)C3CCCCN3C(=O)C(=O)C1(O2)O)C(C)CC4CCC(C(C4)OC)O)C)C)O)OC)C)C)C)OC. Drug 2: CN(CC1=CN=C2C(=N1)C(=NC(=N2)N)N)C3=CC=C(C=C3)C(=O)NC(CCC(=O)O)C(=O)O. Cell line: RXF 393. Synergy scores: CSS=15.7, Synergy_ZIP=-4.67, Synergy_Bliss=-2.39, Synergy_Loewe=-12.1, Synergy_HSA=-3.12. (6) Drug 1: CCC1=CC2CC(C3=C(CN(C2)C1)C4=CC=CC=C4N3)(C5=C(C=C6C(=C5)C78CCN9C7C(C=CC9)(C(C(C8N6C)(C(=O)OC)O)OC(=O)C)CC)OC)C(=O)OC.C(C(C(=O)O)O)(C(=O)O)O. Drug 2: C(=O)(N)NO. Cell line: NCIH23. Synergy scores: CSS=30.1, Synergy_ZIP=-0.730, Synergy_Bliss=0.305, Synergy_Loewe=-23.8, Synergy_HSA=0.672. (7) Drug 1: CC1C(C(CC(O1)OC2CC(CC3=C2C(=C4C(=C3O)C(=O)C5=C(C4=O)C(=CC=C5)OC)O)(C(=O)CO)O)N)O.Cl. Drug 2: C1CNP(=O)(OC1)N(CCCl)CCCl. Cell line: NCI-H460. Synergy scores: CSS=0.893, Synergy_ZIP=1.25, Synergy_Bliss=2.12, Synergy_Loewe=-1.14, Synergy_HSA=-0.148. (8) Drug 1: C1CC(=O)NC(=O)C1N2CC3=C(C2=O)C=CC=C3N. Drug 2: CC1=C(N=C(N=C1N)C(CC(=O)N)NCC(C(=O)N)N)C(=O)NC(C(C2=CN=CN2)OC3C(C(C(C(O3)CO)O)O)OC4C(C(C(C(O4)CO)O)OC(=O)N)O)C(=O)NC(C)C(C(C)C(=O)NC(C(C)O)C(=O)NCCC5=NC(=CS5)C6=NC(=CS6)C(=O)NCCC[S+](C)C)O. Cell line: U251. Synergy scores: CSS=8.55, Synergy_ZIP=-4.50, Synergy_Bliss=-0.628, Synergy_Loewe=1.26, Synergy_HSA=1.42.